This data is from Reaction yield outcomes from USPTO patents with 853,638 reactions. The task is: Predict the reaction yield, written as a fraction of the theoretical maximum amount of product (1.0 means a 100% yield; for example, 0.34 means a 34% yield). (1) The reactants are [Cl:1][C:2]1[CH:3]=[CH:4][C:5]2[C:34]3[C:10](=[C:11]4[C:31](=[CH:32][CH:33]=3)[C:15]3[N:16]=[C:17]([C@@H:19]5[CH2:23][CH2:22][CH2:21][N:20]5[C:24]([O:26][C:27]([CH3:30])([CH3:29])[CH3:28])=[O:25])[NH:18][C:14]=3[CH2:13][CH2:12]4)[O:9][CH2:8][C:6]=2[CH:7]=1. The catalyst is ClCCl.[O-2].[Mn+4].[O-2]. The product is [Cl:1][C:2]1[CH:3]=[CH:4][C:5]2[C:34]3[C:10](=[C:11]4[C:31](=[CH:32][CH:33]=3)[C:15]3[N:16]=[C:17]([C@@H:19]5[CH2:23][CH2:22][CH2:21][N:20]5[C:24]([O:26][C:27]([CH3:30])([CH3:29])[CH3:28])=[O:25])[NH:18][C:14]=3[CH:13]=[CH:12]4)[O:9][CH2:8][C:6]=2[CH:7]=1. The yield is 0.960. (2) The yield is 0.590. The reactants are [CH3:1][N:2]1[CH2:7][CH2:6][CH:5]([O:8][C:9]2[CH:14]=[CH:13][C:12]([C:15]3[CH:20]=[CH:19][CH:18]=[C:17]([NH2:21])[CH:16]=3)=[CH:11][CH:10]=2)[CH2:4][CH2:3]1.C(N([CH2:27][CH3:28])CC)C.Cl[CH2:30][Cl:31]. The product is [Cl:31][C:30]1[CH:28]=[CH:27][C:10]([C:9]([NH:21][C:17]2[CH:16]=[C:15]([C:12]3[CH:11]=[CH:10][C:9]([O:8][CH:5]4[CH2:4][CH2:3][N:2]([CH3:1])[CH2:7][CH2:6]4)=[CH:14][CH:13]=3)[CH:20]=[CH:19][CH:18]=2)=[O:8])=[CH:11][CH:12]=1. No catalyst specified. (3) The reactants are [NH2:1][C@H:2]([C:15]([O:17][C:18]([CH3:21])([CH3:20])[CH3:19])=[O:16])[CH2:3][CH2:4][C:5](=[O:14])[O:6][CH2:7][C:8]1[CH:13]=[CH:12][CH:11]=[CH:10][CH:9]=1.Cl.Cl[C:24](Cl)([O:26]C(=O)OC(Cl)(Cl)Cl)Cl.C(N(CC)CC)C.[NH2:42][C@H:43]([C:59]([O:61][C:62]([CH3:65])([CH3:64])[CH3:63])=[O:60])[CH2:44][CH2:45][CH2:46][CH2:47][NH:48][C:49]([O:51][CH2:52][C:53]1[CH:58]=[CH:57][CH:56]=[CH:55][CH:54]=1)=[O:50]. The catalyst is ClCCCl. The product is [O:50]=[C:49]([NH:48][CH2:47][CH2:46][CH2:45][CH2:44][C@@H:43]([C:59]([O:61][C:62]([CH3:65])([CH3:64])[CH3:63])=[O:60])[NH:42][C:24](=[O:26])[NH:1][C@H:2]([C:15]([O:17][C:18]([CH3:21])([CH3:20])[CH3:19])=[O:16])[CH2:3][CH2:4][C:5]([O:6][CH2:7][C:8]1[CH:9]=[CH:10][CH:11]=[CH:12][CH:13]=1)=[O:14])[O:51][CH2:52][C:53]1[CH:54]=[CH:55][CH:56]=[CH:57][CH:58]=1. The yield is 0.760. (4) The reactants are [C:1]([C:3]1[CH:4]=[C:5]([NH:9][C:10](=[O:13])[CH2:11][CH3:12])[CH:6]=[CH:7][CH:8]=1)#[N:2].[CH2:14](Br)[C:15]1[CH:20]=[CH:19][CH:18]=[CH:17][CH:16]=1. No catalyst specified. The product is [CH2:14]([N:9]([C:5]1[CH:6]=[CH:7][CH:8]=[C:3]([C:1]#[N:2])[CH:4]=1)[C:10](=[O:13])[CH2:11][CH3:12])[C:15]1[CH:20]=[CH:19][CH:18]=[CH:17][CH:16]=1. The yield is 0.940. (5) The catalyst is C(OCC)(=O)C.CC(O)C. The reactants are [F:1][C:2]1[C:3]([CH2:24][N:25](C)[C:26](=O)OC(C)(C)C)=[CH:4][N:5]([S:14]([C:17]2[CH:18]=[N:19][CH:20]=[C:21]([CH3:23])[CH:22]=2)(=[O:16])=[O:15])[C:6]=1[C:7]1[C:8]([F:13])=[N:9][CH:10]=[CH:11][CH:12]=1.C(OCC)(=O)C.Cl. The yield is 0.880. The product is [F:1][C:2]1[C:3]([CH2:24][NH:25][CH3:26])=[CH:4][N:5]([S:14]([C:17]2[CH:18]=[N:19][CH:20]=[C:21]([CH3:23])[CH:22]=2)(=[O:16])=[O:15])[C:6]=1[C:7]1[C:8]([F:13])=[N:9][CH:10]=[CH:11][CH:12]=1. (6) The product is [CH3:1][C:2]([CH3:24])([CH3:23])[CH2:3][N:4]1[C:8]2[N:9]=[C:10]([C:13]#[N:14])[N:11]=[CH:12][C:7]=2[CH:6]=[C:5]1[CH2:15][N:16]1[CH2:21][CH2:20][C:19](=[N:32][OH:31])[CH2:18][CH2:17]1. The reactants are [CH3:1][C:2]([CH3:24])([CH3:23])[CH2:3][N:4]1[C:8]2[N:9]=[C:10]([C:13]#[N:14])[N:11]=[CH:12][C:7]=2[CH:6]=[C:5]1[CH2:15][N:16]1[CH2:21][CH2:20][C:19](=O)[CH2:18][CH2:17]1.N1C=CC=CC=1.[OH:31][NH2:32]. The yield is 0.980. The catalyst is C(Cl)Cl.